From a dataset of Forward reaction prediction with 1.9M reactions from USPTO patents (1976-2016). Predict the product of the given reaction. (1) Given the reactants CS(C)=O.[H-].[Na+].[I-].[CH3:8][S+](C)C.[Cl:12][C:13]1[CH:18]=[C:17]([Cl:19])[CH:16]=[CH:15][C:14]=1[C:20](=[O:22])[CH3:21], predict the reaction product. The product is: [Cl:12][C:13]1[CH:18]=[C:17]([Cl:19])[CH:16]=[CH:15][C:14]=1[C:20]1([CH3:8])[CH2:21][O:22]1. (2) Given the reactants [BH4-].[NH2:2][CH:3]1[CH2:8][CH2:7][N:6]([C:9]([C:11]2[N:12]=[C:13]3[C:18]([C:19]([F:22])([F:21])[F:20])=[CH:17][C:16]([C:23]4[CH:27]=[CH:26][O:25][CH:24]=4)=[CH:15][N:14]3[C:28]=2[Cl:29])=[O:10])[CH2:5][CH2:4]1.[CH:30]1([CH:33]=O)[CH2:32][CH2:31]1, predict the reaction product. The product is: [Cl:29][C:28]1[N:14]2[CH:15]=[C:16]([C:23]3[CH:27]=[CH:26][O:25][CH:24]=3)[CH:17]=[C:18]([C:19]([F:21])([F:22])[F:20])[C:13]2=[N:12][C:11]=1[C:9]([N:6]1[CH2:7][CH2:8][CH:3]([NH:2][CH2:33][CH:30]2[CH2:32][CH2:31]2)[CH2:4][CH2:5]1)=[O:10]. (3) Given the reactants [CH3:1][C:2]1[CH:11]=[CH:10][C:5]([C:6]([O:8][CH3:9])=[O:7])=[C:4](OS(C(F)(F)F)(=O)=O)[CH:3]=1.[NH:20]1[CH2:24][CH2:23][CH2:22][CH2:21]1, predict the reaction product. The product is: [CH3:1][C:2]1[CH:11]=[CH:10][C:5]([C:6]([O:8][CH3:9])=[O:7])=[C:4]([N:20]2[CH2:24][CH2:23][CH2:22][CH2:21]2)[CH:3]=1. (4) Given the reactants [CH2:1]([O:3][C:4]([C:6]([CH3:31])([CH3:30])[CH:7]([C:9]1[C:18]([O:19][CH3:20])=[C:17]2[C:12]([CH:13]=[N:14][C:15]([NH:21][CH3:22])=[N:16]2)=[C:11]([C:23]2[CH:28]=[CH:27][CH:26]=[C:25]([Cl:29])[CH:24]=2)[CH:10]=1)O)=[O:5])[CH3:2].C([SiH](CC)CC)C.C(=O)([O-])O.[Na+], predict the reaction product. The product is: [Cl:29][C:25]1[CH:24]=[C:23]([C:11]2[CH:10]=[C:9]([CH2:7][C:6]([C:4]([O:3][CH2:1][CH3:2])=[O:5])([CH3:31])[CH3:30])[C:18]([O:19][CH3:20])=[C:17]3[C:12]=2[CH2:13][NH:14][C:15]([NH:21][CH3:22])=[N:16]3)[CH:28]=[CH:27][CH:26]=1. (5) Given the reactants [Cl:1][C:2]1[CH:7]=[CH:6][C:5]([NH:8][C:9]2[N:17]=[C:16](S(C)(=O)=O)[N:15]=[C:14]3[C:10]=2[N:11]=[CH:12][N:13]3[CH2:22][CH3:23])=[CH:4][CH:3]=1.[C-:24]#[N:25].[Na+], predict the reaction product. The product is: [Cl:1][C:2]1[CH:7]=[CH:6][C:5]([NH:8][C:9]2[N:17]=[C:16]([C:24]#[N:25])[N:15]=[C:14]3[C:10]=2[N:11]=[CH:12][N:13]3[CH2:22][CH3:23])=[CH:4][CH:3]=1. (6) Given the reactants [CH2:1]([O:3][C:4]1[C:12]([CH2:13][CH3:14])=[CH:11][CH:10]=[C:9]([NH:15][S:16]([C:19]2[CH:24]=[CH:23][CH:22]=[CH:21][C:20]=2F)(=[O:18])=[O:17])[C:5]=1[C:6]([OH:8])=[O:7])[CH3:2].C(N(CC)CC)C.[CH3:33][N:34]1[CH2:38][CH2:37][CH2:36][CH:35]1[CH2:39][CH2:40][NH2:41], predict the reaction product. The product is: [CH2:1]([O:3][C:4]1[C:12]([CH2:13][CH3:14])=[CH:11][CH:10]=[C:9]([NH:15][S:16]([C:19]2[CH:24]=[CH:23][CH:22]=[CH:21][C:20]=2[NH:41][CH2:40][CH2:39][CH:35]2[CH2:36][CH2:37][CH2:38][N:34]2[CH3:33])(=[O:18])=[O:17])[C:5]=1[C:6]([OH:8])=[O:7])[CH3:2]. (7) Given the reactants [CH:1]1([C:5]2[C:10]([OH:11])=[C:9]([F:12])[C:8]([C:13]3[CH:22]=[N:21][C:20]4[NH:19][CH2:18][CH2:17][O:16][C:15]=4[CH:14]=3)=[CH:7][CH:6]=2)[CH2:4][CH2:3][CH2:2]1.Cl[C:24]1[N:29]=[CH:28][CH:27]=[CH:26][N:25]=1, predict the reaction product. The product is: [CH:1]1([C:5]2[CH:6]=[CH:7][C:8]([C:13]3[CH:22]=[N:21][C:20]4[NH:19][CH2:18][CH2:17][O:16][C:15]=4[CH:14]=3)=[C:9]([F:12])[C:10]=2[O:11][C:24]2[N:29]=[CH:28][CH:27]=[CH:26][N:25]=2)[CH2:2][CH2:3][CH2:4]1. (8) Given the reactants [N:1]1([CH2:7][CH2:8][NH:9][C:10]2[CH:15]=[CH:14][C:13]([N+:16]([O-])=O)=[CH:12][CH:11]=2)[CH2:6][CH2:5][O:4][CH2:3][CH2:2]1.O.NN, predict the reaction product. The product is: [N:1]1([CH2:7][CH2:8][NH:9][C:10]2[CH:15]=[CH:14][C:13]([NH2:16])=[CH:12][CH:11]=2)[CH2:6][CH2:5][O:4][CH2:3][CH2:2]1. (9) Given the reactants N1[CH:6]=[CH:5][CH:4]=CC=1.[NH2:7][C:8]1[CH:9]=[C:10]2[C:15](=[CH:16][CH:17]=1)[O:14][C@@H:13]([C:18]([O:20]C(C)C)=O)[CH2:12][CH2:11]2.[CH:24]1([CH2:30][CH2:31][CH2:32][N:33]2[C:37](=[O:38])[N:36]([C:39]3[CH:44]=[CH:43][C:42]([S:45](Cl)(=[O:47])=[O:46])=[CH:41][CH:40]=3)[N:35]=[N:34]2)[CH2:29][CH2:28][CH2:27][CH2:26][CH2:25]1.[OH2:49].O1CCC[CH2:51]1, predict the reaction product. The product is: [CH2:51]([O:49][C:18]([C@H:13]1[CH2:12][CH2:11][C:10]2[C:15](=[CH:16][CH:17]=[C:8]([NH:7][S:45]([C:42]3[CH:43]=[CH:44][C:39]([N:36]4[C:37](=[O:38])[N:33]([CH2:32][CH2:31][CH2:30][CH:24]5[CH2:29][CH2:28][CH2:27][CH2:26][CH2:25]5)[N:34]=[N:35]4)=[CH:40][CH:41]=3)(=[O:47])=[O:46])[CH:9]=2)[O:14]1)=[O:20])[CH:5]([CH3:4])[CH3:6].